Dataset: Full USPTO retrosynthesis dataset with 1.9M reactions from patents (1976-2016). Task: Predict the reactants needed to synthesize the given product. (1) Given the product [NH:37]1[C:45]2[C:40](=[CH:41][CH:42]=[CH:43][CH:44]=2)[CH:39]=[C:38]1[C:14]1[CH:15]=[C:16]2[C:11](=[C:12]([C:20]3[C:29]4[C:24](=[CH:25][CH:26]=[CH:27][CH:28]=4)[CH:23]=[CH:22][CH:21]=3)[CH:13]=1)[N:10]=[C:9]([P:4](=[O:3])([OH:5])[OH:8])[CH:18]=[CH:17]2, predict the reactants needed to synthesize it. The reactants are: C([O:3][P:4]([C:9]1[CH:18]=[CH:17][C:16]2[C:11](=[C:12]([C:20]3[C:29]4[C:24](=[CH:25][CH:26]=[CH:27][CH:28]=4)[CH:23]=[CH:22][CH:21]=3)[CH:13]=[C:14](I)[CH:15]=2)[N:10]=1)(=[O:8])[O:5]CC)C.C([N:37]1[C:45]2[C:40](=[CH:41][CH:42]=[CH:43][CH:44]=2)[CH:39]=[C:38]1B(O)O)(OC(C)(C)C)=O. (2) Given the product [CH2:14]([C:13]1[N:18]([CH2:19][CH2:20][CH2:21][CH2:22][NH:23][S:24]([CH3:27])(=[O:26])=[O:25])[C:2]2[C:11]3[CH:10]=[CH:9][CH:8]=[CH:7][C:6]=3[N:5]=[CH:4][C:3]=2[N:12]=1)[CH3:15], predict the reactants needed to synthesize it. The reactants are: Cl[C:2]1[C:11]2[C:6](=[CH:7][CH:8]=[CH:9][CH:10]=2)[N:5]=[CH:4][C:3]=1[NH:12][C:13](=O)[CH2:14][CH3:15].Cl.[NH2:18][CH2:19][CH2:20][CH2:21][CH2:22][NH:23][S:24]([CH3:27])(=[O:26])=[O:25].C(=O)([O-])[O-].[Na+].[Na+]. (3) Given the product [CH3:33][O:32][C:26]1[N:27]=[C:28]([O:30][CH3:31])[N:29]=[C:24]([NH:2][C@@H:3]([CH:11]([CH3:13])[CH3:12])[C:4]([O:6][C:7]([CH3:8])([CH3:10])[CH3:9])=[O:5])[N:25]=1, predict the reactants needed to synthesize it. The reactants are: Cl.[NH2:2][C@@H:3]([CH:11]([CH3:13])[CH3:12])[C:4]([O:6][C:7]([CH3:10])([CH3:9])[CH3:8])=[O:5].CCN(C(C)C)C(C)C.Cl[C:24]1[N:29]=[C:28]([O:30][CH3:31])[N:27]=[C:26]([O:32][CH3:33])[N:25]=1. (4) Given the product [C:8]([C:5]1[CH:6]=[CH:7][C:2]2[O:1][C:17]([C:19]3[CH:33]=[CH:32][C:22]([CH2:23][N:24]4[CH2:27][CH:26]([C:28]([O:30][CH3:31])=[O:29])[CH2:25]4)=[CH:21][C:20]=3[F:34])=[CH:18][C:3]=2[CH:4]=1)(=[O:9])[C:10]1[CH:15]=[CH:14][CH:13]=[CH:12][CH:11]=1, predict the reactants needed to synthesize it. The reactants are: [OH:1][C:2]1[CH:7]=[CH:6][C:5]([C:8]([C:10]2[CH:15]=[CH:14][CH:13]=[CH:12][CH:11]=2)=[O:9])=[CH:4][C:3]=1I.[C:17]([C:19]1[CH:33]=[CH:32][C:22]([CH2:23][N:24]2[CH2:27][CH:26]([C:28]([O:30][CH3:31])=[O:29])[CH2:25]2)=[CH:21][C:20]=1[F:34])#[CH:18]. (5) Given the product [CH:36]1([CH2:39][NH:40][C:30](=[O:31])[CH:29]([C:26]2[CH:25]=[CH:24][C:23]([C:21]3[CH:20]=[CH:19][C:18]4[N:14]([C:10]5[CH:11]=[CH:12][CH:13]=[C:8]([NH:7][C:5]([NH:4][CH2:3][C:2]([F:35])([F:34])[F:1])=[O:6])[CH:9]=5)[CH:15]=[N:16][C:17]=4[CH:22]=3)=[CH:28][CH:27]=2)[CH3:33])[CH2:38][CH2:37]1, predict the reactants needed to synthesize it. The reactants are: [F:1][C:2]([F:35])([F:34])[CH2:3][NH:4][C:5]([NH:7][C:8]1[CH:9]=[C:10]([N:14]2[C:18]3[CH:19]=[CH:20][C:21]([C:23]4[CH:28]=[CH:27][C:26]([CH:29]([CH3:33])[C:30](O)=[O:31])=[CH:25][CH:24]=4)=[CH:22][C:17]=3[N:16]=[CH:15]2)[CH:11]=[CH:12][CH:13]=1)=[O:6].[CH:36]1([CH2:39][NH2:40])[CH2:38][CH2:37]1. (6) The reactants are: Cl[C:2]([O:4][CH:5]([Cl:7])[CH3:6])=[O:3].[F:8][C:9]1[CH:14]=[CH:13][C:12]([C:15]2[N:16]([CH2:38][CH2:39][C@@H:40]([OH:53])[CH2:41][C@@H:42]([OH:52])[CH2:43][C:44]([O:46][CH2:47]/[CH:48]=[CH:49]\[CH2:50][OH:51])=[O:45])[C:17]([CH:35]([CH3:37])[CH3:36])=[C:18]([C:26](=[O:34])[NH:27][C:28]3[CH:33]=[CH:32][CH:31]=[CH:30][CH:29]=3)[C:19]=2[C:20]2[CH:25]=[CH:24][CH:23]=[CH:22][CH:21]=2)=[CH:11][CH:10]=1.N1C=CC=CC=1. Given the product [F:8][C:9]1[CH:14]=[CH:13][C:12]([C:15]2[N:16]([CH2:38][CH2:39][C@@H:40]([OH:53])[CH2:41][C@@H:42]([OH:52])[CH2:43][C:44]([O:46][CH2:47]/[CH:48]=[CH:49]\[CH2:50][O:51][C:2]([O:4][CH:5]([Cl:7])[CH3:6])=[O:3])=[O:45])[C:17]([CH:35]([CH3:37])[CH3:36])=[C:18]([C:26](=[O:34])[NH:27][C:28]3[CH:33]=[CH:32][CH:31]=[CH:30][CH:29]=3)[C:19]=2[C:20]2[CH:21]=[CH:22][CH:23]=[CH:24][CH:25]=2)=[CH:11][CH:10]=1, predict the reactants needed to synthesize it. (7) The reactants are: C(O[BH-](OC(=O)C)OC(=O)C)(=O)C.[Na+].C(O)(=O)C.[CH3:19][C:20]1[C:28]([NH2:29])=[CH:27][CH:26]=[C:25]2[C:21]=1[CH:22]=[N:23][N:24]2[CH:30]1[CH2:35][CH2:34][CH2:33][CH2:32][O:31]1.[CH2:36]([N:43]1[CH:48]2[CH2:49][CH2:50][CH:44]1[CH2:45][C:46](=O)[CH2:47]2)[C:37]1[CH:42]=[CH:41][CH:40]=[CH:39][CH:38]=1.C(=O)([O-])O.[Na+]. Given the product [CH2:36]([N:43]1[CH:48]2[CH2:49][CH2:50][CH:44]1[CH2:45][CH:46]([NH:29][C:28]1[C:20]([CH3:19])=[C:21]3[C:25](=[CH:26][CH:27]=1)[N:24]([CH:30]1[CH2:35][CH2:34][CH2:33][CH2:32][O:31]1)[N:23]=[CH:22]3)[CH2:47]2)[C:37]1[CH:42]=[CH:41][CH:40]=[CH:39][CH:38]=1, predict the reactants needed to synthesize it.